Dataset: Forward reaction prediction with 1.9M reactions from USPTO patents (1976-2016). Task: Predict the product of the given reaction. (1) Given the reactants [Cl:1][C:2]1[CH:3]=[C:4]([C:9]2(O)[CH2:14][CH2:13][N:12](C(OCC)=O)[CH2:11][CH2:10]2)[CH:5]=[CH:6][C:7]=1[Cl:8].FC(F)(F)C(O)=O.C([SiH](CC)CC)C.O, predict the reaction product. The product is: [Cl:1][C:2]1[CH:3]=[C:4]([CH:9]2[CH2:14][CH2:13][NH:12][CH2:11][CH2:10]2)[CH:5]=[CH:6][C:7]=1[Cl:8]. (2) Given the reactants [CH:1]([PH:4][CH:5]([CH3:7])[CH3:6])([CH3:3])[CH3:2].CN([CH2:11][C-:12]1[CH:16]=[CH:15][CH:14]=[C:13]1[CH2:17]N(C)C)C.[CH-:21]1[CH:25]=[CH:24][CH:23]=[CH:22]1.[Fe+2:26], predict the reaction product. The product is: [CH:1]([P:4]([CH2:11][C-:12]1[CH:16]=[CH:15][CH:14]=[C:13]1[CH2:17][P:4]([CH:25]([CH3:24])[CH3:21])[CH:1]([CH3:3])[CH3:2])[CH:5]([CH3:7])[CH3:6])([CH3:3])[CH3:2].[CH-:21]1[CH:25]=[CH:24][CH:23]=[CH:22]1.[Fe+2:26]. (3) Given the reactants [CH2:1]([O:3][C:4]([CH:6]1[CH2:10][C:9](=[O:11])[N:8]([C:12]2[CH:17]=[CH:16][C:15]([OH:18])=[CH:14][CH:13]=2)[CH2:7]1)=[O:5])C, predict the reaction product. The product is: [CH3:1][O:3][C:4]([CH:6]1[CH2:10][C:9](=[O:11])[N:8]([C:12]2[CH:13]=[CH:14][C:15]([OH:18])=[CH:16][CH:17]=2)[CH2:7]1)=[O:5].